Dataset: CYP1A2 inhibition data for predicting drug metabolism from PubChem BioAssay. Task: Regression/Classification. Given a drug SMILES string, predict its absorption, distribution, metabolism, or excretion properties. Task type varies by dataset: regression for continuous measurements (e.g., permeability, clearance, half-life) or binary classification for categorical outcomes (e.g., BBB penetration, CYP inhibition). Dataset: cyp1a2_veith. (1) The compound is Cn1c(=O)c2c(nc(NCC3CCCO3)n2Cc2cccc(Br)c2)n(C)c1=O. The result is 0 (non-inhibitor). (2) The molecule is COc1ccc(-c2cccc(C(=O)Nc3ccc(OC)c(OC)c3)c2)cc1. The result is 1 (inhibitor). (3) The compound is CCOC(=O)c1[nH]c2cc(OC)c(OC)cc2c1NC(=O)c1nonc1C. The result is 1 (inhibitor). (4) The compound is CCCc1cc2c(cc1NC(=O)c1ccccc1Cl)OCO2. The result is 1 (inhibitor).